Dataset: Full USPTO retrosynthesis dataset with 1.9M reactions from patents (1976-2016). Task: Predict the reactants needed to synthesize the given product. (1) Given the product [CH3:1][C:2]1[O:6][N:5]=[C:4]([C:7]2[CH:12]=[CH:11][CH:10]=[CH:9][N:8]=2)[C:3]=1[CH2:13][CH2:14][C:15]1[S:16][C:17]([C:20]([NH2:25])=[O:22])=[CH:18][N:19]=1, predict the reactants needed to synthesize it. The reactants are: [CH3:1][C:2]1[O:6][N:5]=[C:4]([C:7]2[CH:12]=[CH:11][CH:10]=[CH:9][N:8]=2)[C:3]=1[CH2:13][CH2:14][C:15]1[S:16][C:17]([C:20]([OH:22])=O)=[CH:18][N:19]=1.C(N1C=CN=C1)([N:25]1C=CN=C1)=O.[OH-].[NH4+]. (2) Given the product [CH:6]1(/[CH:5]=[C:4](\[C:11]2[CH:16]=[CH:15][C:14]([N:17]3[C:21]([CH3:22])=[N:20][N:19]=[N:18]3)=[C:13]([C:23]([F:24])([F:26])[F:25])[CH:12]=2)/[C:3]([OH:27])=[O:2])[CH2:10][CH2:9][CH2:8][CH2:7]1, predict the reactants needed to synthesize it. The reactants are: C[O:2][C:3](=[O:27])/[C:4](/[C:11]1[CH:16]=[CH:15][C:14]([N:17]2[C:21]([CH3:22])=[N:20][N:19]=[N:18]2)=[C:13]([C:23]([F:26])([F:25])[F:24])[CH:12]=1)=[CH:5]/[CH:6]1[CH2:10][CH2:9][CH2:8][CH2:7]1.[OH-].[Na+]. (3) Given the product [C:26]([CH2:27][CH2:28][N:23]1[CH2:22][CH2:21][CH:20]([N:4]([CH:1]2[CH2:2][CH2:3]2)[C:5](=[O:19])[C:6]2[CH:11]=[CH:10][C:9]([C@@:12]([OH:18])([CH3:17])[C:13]([F:16])([F:15])[F:14])=[CH:8][CH:7]=2)[CH2:25][CH2:24]1)#[N:29], predict the reactants needed to synthesize it. The reactants are: [CH:1]1([N:4]([CH:20]2[CH2:25][CH2:24][NH:23][CH2:22][CH2:21]2)[C:5](=[O:19])[C:6]2[CH:11]=[CH:10][C:9]([C@@:12]([OH:18])([CH3:17])[C:13]([F:16])([F:15])[F:14])=[CH:8][CH:7]=2)[CH2:3][CH2:2]1.[C:26](#[N:29])[CH:27]=[CH2:28].CCOC(C)=O. (4) Given the product [Cl:1][C:2]1[N:6]2[CH:7]=[C:8]([O:15][CH3:20])[CH:9]=[C:10]([C:11]([F:12])([F:14])[F:13])[C:5]2=[N:4][C:3]=1[C:16]([O:18][CH3:19])=[O:17], predict the reactants needed to synthesize it. The reactants are: [Cl:1][C:2]1[N:6]2[CH:7]=[C:8]([OH:15])[CH:9]=[C:10]([C:11]([F:14])([F:13])[F:12])[C:5]2=[N:4][C:3]=1[C:16]([O:18][CH3:19])=[O:17].[C:20](=O)([O-])[O-].[K+].[K+].CI. (5) Given the product [OH:28][CH2:27][CH:24]([NH:23][C:6]1[CH:7]=[C:8]([N:10]2[C:18]3[CH2:17][C:16]([CH3:20])([CH3:19])[CH2:15][C:14](=[O:21])[C:13]=3[C:12]([CH3:22])=[N:11]2)[CH:9]=[C:2]([F:1])[C:3]=1[C:4]([NH2:5])=[O:31])[CH2:25][OH:26], predict the reactants needed to synthesize it. The reactants are: [F:1][C:2]1[CH:9]=[C:8]([N:10]2[C:18]3[CH2:17][C:16]([CH3:20])([CH3:19])[CH2:15][C:14](=[O:21])[C:13]=3[C:12]([CH3:22])=[N:11]2)[CH:7]=[C:6]([NH:23][CH:24]([CH2:27][OH:28])[CH2:25][OH:26])[C:3]=1[C:4]#[N:5].CC[OH:31].CS(C)=O. (6) Given the product [CH3:15][C@H:4]1[C@H:3]([CH3:16])[C@@H:2]([NH:1][C:18]2[C:23]([CH3:24])=[CH:22][CH:21]=[CH:20][N:19]=2)[C:11]2[C:6](=[CH:7][CH:8]=[CH:9][CH:10]=2)[N:5]1[C:12](=[O:14])[CH3:13], predict the reactants needed to synthesize it. The reactants are: [NH2:1][C@H:2]1[C:11]2[C:6](=[CH:7][CH:8]=[CH:9][CH:10]=2)[N:5]([C:12](=[O:14])[CH3:13])[C@@H:4]([CH3:15])[C@@H:3]1[CH3:16].Cl[C:18]1[C:23]([CH3:24])=[CH:22][CH:21]=[CH:20][N:19]=1.CC(C)([O-])C.[Na+].CN(C1C(C2C(P(C3CCCCC3)C3CCCCC3)=CC=CC=2)=CC=CC=1)C.